Dataset: Full USPTO retrosynthesis dataset with 1.9M reactions from patents (1976-2016). Task: Predict the reactants needed to synthesize the given product. Given the product [CH2:1]([O:8][C:18]1[N:17]=[C:16]([Br:15])[C:21]([Cl:22])=[CH:20][CH:19]=1)[C:2]1[CH:7]=[CH:6][CH:5]=[CH:4][CH:3]=1, predict the reactants needed to synthesize it. The reactants are: [CH2:1]([OH:8])[C:2]1[CH:7]=[CH:6][CH:5]=[CH:4][CH:3]=1.CC(C)([O-])C.[K+].[Br:15][C:16]1[C:21]([Cl:22])=[CH:20][CH:19]=[C:18](F)[N:17]=1.